Dataset: Full USPTO retrosynthesis dataset with 1.9M reactions from patents (1976-2016). Task: Predict the reactants needed to synthesize the given product. Given the product [ClH:41].[F:1][C:2]1[CH:3]=[C:4]2[C:8](=[CH:9][C:10]=1[C:11]1[C:19]3[C:14](=[N:15][CH:16]=[CH:17][C:18]=3[NH:20][S:21]([CH:24]3[CH2:29][CH2:28][NH:27][CH2:26][CH2:25]3)(=[O:23])=[O:22])[N:13]([CH:37]([CH3:38])[CH3:39])[CH:12]=1)[N:7]([CH3:40])[CH2:6][CH2:5]2, predict the reactants needed to synthesize it. The reactants are: [F:1][C:2]1[CH:3]=[C:4]2[C:8](=[CH:9][C:10]=1[C:11]1[C:19]3[C:14](=[N:15][CH:16]=[CH:17][C:18]=3[NH:20][S:21]([CH:24]3[CH2:29][CH2:28][N:27](C(OC(C)(C)C)=O)[CH2:26][CH2:25]3)(=[O:23])=[O:22])[N:13]([CH:37]([CH3:39])[CH3:38])[CH:12]=1)[N:7]([CH3:40])[CH2:6][CH2:5]2.[ClH:41].O1CCOCC1.